Dataset: TCR-epitope binding with 47,182 pairs between 192 epitopes and 23,139 TCRs. Task: Binary Classification. Given a T-cell receptor sequence (or CDR3 region) and an epitope sequence, predict whether binding occurs between them. (1) The epitope is KLPDDFTGCV. The TCR CDR3 sequence is CASSEIERGGLADTQYF. Result: 1 (the TCR binds to the epitope). (2) The epitope is ALLADKFPV. The TCR CDR3 sequence is CASGFGSYNEQFF. Result: 0 (the TCR does not bind to the epitope). (3) The epitope is TPGPGVRYPL. The TCR CDR3 sequence is CSASKRLLNEQFF. Result: 0 (the TCR does not bind to the epitope). (4) The epitope is SEISMDNSPNL. The TCR CDR3 sequence is CSAREGQDKSYNSPLHF. Result: 0 (the TCR does not bind to the epitope). (5) The epitope is VTEHDTLLY. Result: 0 (the TCR does not bind to the epitope). The TCR CDR3 sequence is CASSLNGVYMEQYF.